From a dataset of Full USPTO retrosynthesis dataset with 1.9M reactions from patents (1976-2016). Predict the reactants needed to synthesize the given product. (1) Given the product [Cl:1][C:2]1[C:3]2[N:10]([CH2:18][CH3:19])[CH:9]=[CH:8][C:4]=2[N:5]=[CH:6][N:7]=1, predict the reactants needed to synthesize it. The reactants are: [Cl:1][C:2]1[C:3]2[NH:10][CH:9]=[CH:8][C:4]=2[N:5]=[CH:6][N:7]=1.C(=O)([O-])[O-].[K+].[K+].I[CH2:18][CH3:19]. (2) Given the product [ClH:1].[C:2]1([CH:8]([C:19]2[CH:24]=[CH:23][CH:22]=[CH:21][CH:20]=2)[CH2:9][CH2:10][NH:11][CH:12]([C:14]2[S:15][CH:16]=[CH:17][CH:18]=2)[CH3:13])[CH:3]=[CH:4][CH:5]=[CH:6][CH:7]=1.[ClH:1], predict the reactants needed to synthesize it. The reactants are: [ClH:1].[C:2]1([CH:8]([C:19]2[CH:24]=[CH:23][CH:22]=[CH:21][CH:20]=2)[CH2:9][CH2:10][NH:11][CH:12]([C:14]2[S:15][CH:16]=[CH:17][CH:18]=2)[CH3:13])[CH:7]=[CH:6][CH:5]=[CH:4][CH:3]=1. (3) Given the product [CH3:17][O:18][C:19]1[CH:20]=[CH:21][C:22]([C:25]2[O:29][C:28]([C:30]([N:1]3[CH2:2][CH:3]([O:5][C:6]4[CH:11]=[CH:10][C:9]([CH2:12][N:13]([CH3:15])[CH3:14])=[C:8]([CH3:16])[CH:7]=4)[CH2:4]3)=[O:31])=[N:27][N:26]=2)=[CH:23][CH:24]=1, predict the reactants needed to synthesize it. The reactants are: [NH:1]1[CH2:4][CH:3]([O:5][C:6]2[CH:11]=[CH:10][C:9]([CH2:12][N:13]([CH3:15])[CH3:14])=[C:8]([CH3:16])[CH:7]=2)[CH2:2]1.[CH3:17][O:18][C:19]1[CH:24]=[CH:23][C:22]([C:25]2[O:29][C:28]([C:30](OCC)=[O:31])=[N:27][N:26]=2)=[CH:21][CH:20]=1. (4) Given the product [N:28]1([C:19]([C:17]2[NH:16][C:13]3=[N:14][CH:15]=[C:10]([O:9][CH2:8][CH2:7][CH2:6][N:1]4[CH2:2][CH2:3][CH2:4][CH2:5]4)[CH:11]=[C:12]3[CH:18]=2)=[O:21])[CH2:34][CH2:35][CH2:36][CH2:31][CH2:32]1, predict the reactants needed to synthesize it. The reactants are: [N:1]1([CH2:6][CH2:7][CH2:8][O:9][C:10]2[CH:11]=[C:12]3[CH:18]=[C:17]([C:19]([O-:21])=O)[NH:16][C:13]3=[N:14][CH:15]=2)[CH2:5][CH2:4][CH2:3][CH2:2]1.[Li+].F[B-](F)(F)F.[N:28]1(OC(N(C)C)=[N+](C)C)[C:32]2C=[CH:34][CH:35]=[CH:36][C:31]=2N=N1.N1CCCCC1.C(N(CC)C(C)C)(C)C.